From a dataset of Full USPTO retrosynthesis dataset with 1.9M reactions from patents (1976-2016). Predict the reactants needed to synthesize the given product. (1) Given the product [F:21][C:20]([F:22])([F:23])[C:16]1[CH:15]=[C:14]([CH:19]=[CH:18][CH:17]=1)[C:13]([NH2:12])=[O:24], predict the reactants needed to synthesize it. The reactants are: Cl.N[C@@H]1CC[C@H](NC(=O)C[NH:12][C:13](=[O:24])[C:14]2[CH:19]=[CH:18][CH:17]=[C:16]([C:20]([F:23])([F:22])[F:21])[CH:15]=2)CC1.OC1(C2C=CC=CN=2)CCC(=O)CC1.C(O[BH-](OC(=O)C)OC(=O)C)(=O)C.[Na+].C(=O)(O)[O-].[Na+]. (2) The reactants are: [C:1]1([NH:7][NH2:8])[CH:6]=[CH:5][CH:4]=[CH:3][CH:2]=1.[CH3:9][CH:10]([CH3:19])[C:11](=O)[CH2:12][C:13](OCC)=[O:14]. Given the product [C:1]1([N:7]2[C:13]([OH:14])=[CH:12][C:11]([CH:10]([CH3:19])[CH3:9])=[N:8]2)[CH:6]=[CH:5][CH:4]=[CH:3][CH:2]=1, predict the reactants needed to synthesize it. (3) Given the product [CH3:12][N:4]1[CH:5]=[C:6]([CH2:7][C:8]([O:10][CH3:11])=[O:9])[C:2]([O:1][CH2:14][C:15]2[CH:20]=[N:19][C:18]([O:21][CH2:22][C:23]3[N:24]=[C:25]([C:29]4[CH:34]=[CH:33][CH:32]=[CH:31][CH:30]=4)[S:26][C:27]=3[CH3:28])=[CH:17][CH:16]=2)=[N:3]1, predict the reactants needed to synthesize it. The reactants are: [OH:1][C:2]1[C:6]([CH2:7][C:8]([O:10][CH3:11])=[O:9])=[CH:5][N:4]([CH3:12])[N:3]=1.Cl[CH2:14][C:15]1[CH:16]=[CH:17][C:18]([O:21][CH2:22][C:23]2[N:24]=[C:25]([C:29]3[CH:34]=[CH:33][CH:32]=[CH:31][CH:30]=3)[S:26][C:27]=2[CH3:28])=[N:19][CH:20]=1.C(=O)([O-])[O-].[K+].[K+].CN(C)C=O. (4) The reactants are: [Cl:1][C:2]1[CH:3]=[C:4]([C:9]2[CH:13]=[C:12]([C:14]3[CH:15]=[N:16][C:17]4[C:22]([CH:23]=3)=[CH:21][CH:20]=[C:19]([O:24][CH3:25])[CH:18]=4)[N:11]([C@H:26]([C:28]3[CH:45]=[CH:44][C:31]([C:32]([NH:34][CH2:35][CH2:36][C:37]([O:39]C(C)(C)C)=[O:38])=[O:33])=[CH:30][CH:29]=3)[CH3:27])[N:10]=2)[CH:5]=[C:6]([Cl:8])[CH:7]=1.C(O)(C(F)(F)F)=O. Given the product [Cl:8][C:6]1[CH:5]=[C:4]([C:9]2[CH:13]=[C:12]([C:14]3[CH:15]=[N:16][C:17]4[C:22]([CH:23]=3)=[CH:21][CH:20]=[C:19]([O:24][CH3:25])[CH:18]=4)[N:11]([C@H:26]([C:28]3[CH:29]=[CH:30][C:31]([C:32]([NH:34][CH2:35][CH2:36][C:37]([OH:39])=[O:38])=[O:33])=[CH:44][CH:45]=3)[CH3:27])[N:10]=2)[CH:3]=[C:2]([Cl:1])[CH:7]=1, predict the reactants needed to synthesize it. (5) Given the product [ClH:1].[Cl:1][C:2]1[CH:3]=[CH:4][C:5]([CH3:9])=[C:6]([NH:7][NH2:10])[CH:8]=1, predict the reactants needed to synthesize it. The reactants are: [Cl:1][C:2]1[CH:3]=[CH:4][C:5]([CH3:9])=[C:6]([CH:8]=1)[NH2:7].[N:10]([O-])=O.[Na+].O.O.[Sn](Cl)(Cl)(Cl)Cl. (6) Given the product [F:1][C:2]1[CH:3]=[C:4]2[CH:10]=[CH:9][NH:8][C:5]2=[N+:6]([O-:16])[CH:7]=1, predict the reactants needed to synthesize it. The reactants are: [F:1][C:2]1[CH:3]=[C:4]2[CH:10]=[CH:9][NH:8][C:5]2=[N:6][CH:7]=1.ClC1C=C(C=CC=1)C(OO)=[O:16]. (7) Given the product [C:11]1([C:9]2[N:8]([C:17]3[CH:18]=[CH:19][C:20]([S:23](=[O:26])(=[O:25])[NH2:24])=[CH:21][CH:22]=3)[N:7]=[C:6]([C:4]([OH:5])=[O:3])[CH:10]=2)[CH:12]=[CH:13][CH:14]=[CH:15][CH:16]=1, predict the reactants needed to synthesize it. The reactants are: C([O:3][C:4]([C:6]1[CH:10]=[C:9]([C:11]2[CH:16]=[CH:15][CH:14]=[CH:13][CH:12]=2)[N:8]([C:17]2[CH:22]=[CH:21][C:20]([S:23](=[O:26])(=[O:25])[NH2:24])=[CH:19][CH:18]=2)[N:7]=1)=[O:5])C.[Li+].[OH-].O.